Dataset: NCI-60 drug combinations with 297,098 pairs across 59 cell lines. Task: Regression. Given two drug SMILES strings and cell line genomic features, predict the synergy score measuring deviation from expected non-interaction effect. (1) Drug 1: C1=NC2=C(N=C(N=C2N1C3C(C(C(O3)CO)O)F)Cl)N. Drug 2: C1CN1C2=NC(=NC(=N2)N3CC3)N4CC4. Cell line: CAKI-1. Synergy scores: CSS=54.6, Synergy_ZIP=-4.09, Synergy_Bliss=-6.75, Synergy_Loewe=-2.78, Synergy_HSA=-0.950. (2) Drug 1: C1C(C(OC1N2C=C(C(=O)NC2=O)F)CO)O. Drug 2: CC1=C(C=C(C=C1)NC(=O)C2=CC=C(C=C2)CN3CCN(CC3)C)NC4=NC=CC(=N4)C5=CN=CC=C5. Cell line: NCI-H226. Synergy scores: CSS=5.88, Synergy_ZIP=0.946, Synergy_Bliss=-2.22, Synergy_Loewe=-1.88, Synergy_HSA=-1.30. (3) Drug 1: CC1=C(C=C(C=C1)NC2=NC=CC(=N2)N(C)C3=CC4=NN(C(=C4C=C3)C)C)S(=O)(=O)N.Cl. Drug 2: CCC1(CC2CC(C3=C(CCN(C2)C1)C4=CC=CC=C4N3)(C5=C(C=C6C(=C5)C78CCN9C7C(C=CC9)(C(C(C8N6C)(C(=O)OC)O)OC(=O)C)CC)OC)C(=O)OC)O.OS(=O)(=O)O. Cell line: SNB-75. Synergy scores: CSS=37.3, Synergy_ZIP=1.29, Synergy_Bliss=2.74, Synergy_Loewe=-6.87, Synergy_HSA=4.07. (4) Drug 1: CC1C(C(=O)NC(C(=O)N2CCCC2C(=O)N(CC(=O)N(C(C(=O)O1)C(C)C)C)C)C(C)C)NC(=O)C3=C4C(=C(C=C3)C)OC5=C(C(=O)C(=C(C5=N4)C(=O)NC6C(OC(=O)C(N(C(=O)CN(C(=O)C7CCCN7C(=O)C(NC6=O)C(C)C)C)C)C(C)C)C)N)C. Drug 2: CC=C1C(=O)NC(C(=O)OC2CC(=O)NC(C(=O)NC(CSSCCC=C2)C(=O)N1)C(C)C)C(C)C. Cell line: CCRF-CEM. Synergy scores: CSS=23.2, Synergy_ZIP=3.86, Synergy_Bliss=1.15, Synergy_Loewe=-41.6, Synergy_HSA=-9.62. (5) Drug 1: C1CCC(CC1)NC(=O)N(CCCl)N=O. Drug 2: CN1C2=C(C=C(C=C2)N(CCCl)CCCl)N=C1CCCC(=O)O.Cl. Cell line: MDA-MB-435. Synergy scores: CSS=4.73, Synergy_ZIP=2.02, Synergy_Bliss=4.52, Synergy_Loewe=-4.23, Synergy_HSA=-0.702. (6) Drug 1: CC1=C(C=C(C=C1)NC2=NC=CC(=N2)N(C)C3=CC4=NN(C(=C4C=C3)C)C)S(=O)(=O)N.Cl. Drug 2: C1=NC(=NC(=O)N1C2C(C(C(O2)CO)O)O)N. Cell line: NCI-H460. Synergy scores: CSS=5.72, Synergy_ZIP=-6.02, Synergy_Bliss=-6.56, Synergy_Loewe=-36.3, Synergy_HSA=-9.27. (7) Drug 1: CC(CN1CC(=O)NC(=O)C1)N2CC(=O)NC(=O)C2. Drug 2: CCCCCOC(=O)NC1=NC(=O)N(C=C1F)C2C(C(C(O2)C)O)O. Cell line: RXF 393. Synergy scores: CSS=16.4, Synergy_ZIP=-3.75, Synergy_Bliss=-1.71, Synergy_Loewe=0.275, Synergy_HSA=0.190.